From a dataset of Catalyst prediction with 721,799 reactions and 888 catalyst types from USPTO. Predict which catalyst facilitates the given reaction. (1) Reactant: Cl[C:2]1[CH:7]=[C:6]([O:8][C:9]2[C:14]([F:15])=[CH:13][C:12]([NH:16][C:17]([C:19]3[C:20](=[O:32])[N:21]([C:25]4[CH:30]=[CH:29][C:28]([F:31])=[CH:27][CH:26]=4)[CH:22]=[CH:23][CH:24]=3)=[O:18])=[C:11]([F:33])[CH:10]=2)[CH:5]=[CH:4][N:3]=1.[Si:34]([O:41][CH2:42][CH2:43][N:44]1[CH:48]=[C:47](B2OC(C)(C)C(C)(C)O2)[CH:46]=[N:45]1)([C:37]([CH3:40])([CH3:39])[CH3:38])([CH3:36])[CH3:35].C([O-])([O-])=O.[K+].[K+]. Product: [Si:34]([O:41][CH2:42][CH2:43][N:44]1[CH:48]=[C:47]([C:2]2[CH:7]=[C:6]([O:8][C:9]3[C:14]([F:15])=[CH:13][C:12]([NH:16][C:17]([C:19]4[C:20](=[O:32])[N:21]([C:25]5[CH:30]=[CH:29][C:28]([F:31])=[CH:27][CH:26]=5)[CH:22]=[CH:23][CH:24]=4)=[O:18])=[C:11]([F:33])[CH:10]=3)[CH:5]=[CH:4][N:3]=2)[CH:46]=[N:45]1)([C:37]([CH3:40])([CH3:38])[CH3:39])([CH3:36])[CH3:35]. The catalyst class is: 70. (2) Reactant: [H-].[Na+].[Br:3][C:4]1[CH:9]=[CH:8][C:7]([N:10]2[C:21]3[C:13](=[C:14]4[N:18]([C:19](=[O:23])[C:20]=3[F:22])[CH2:17][CH2:16][CH2:15]4)[NH:12][C:11]2=[O:24])=[C:6]([F:25])[CH:5]=1.[CH3:26][C:27]([O:30][C:31](O[C:31]([O:30][C:27]([CH3:29])([CH3:28])[CH3:26])=[O:32])=[O:32])([CH3:29])[CH3:28]. Product: [C:27]([O:30][C:31]([N:12]1[C:13]2[C:21](=[C:20]([F:22])[C:19](=[O:23])[N:18]3[C:14]=2[CH2:15][CH2:16][CH2:17]3)[N:10]([C:7]2[CH:8]=[CH:9][C:4]([Br:3])=[CH:5][C:6]=2[F:25])[C:11]1=[O:24])=[O:32])([CH3:29])([CH3:28])[CH3:26]. The catalyst class is: 198. (3) Reactant: Cl.O.[Br:3][C:4]1[CH:22]=[C:21]([N+:23]([O-])=O)[CH:20]=[CH:19][C:5]=1[N:6]([CH2:13][CH2:14][CH2:15][CH2:16][CH2:17][CH3:18])[CH2:7][CH2:8][CH2:9][CH2:10][CH2:11][CH3:12].CCN(CC)CC. Product: [Br:3][C:4]1[CH:22]=[C:21]([NH2:23])[CH:20]=[CH:19][C:5]=1[N:6]([CH2:13][CH2:14][CH2:15][CH2:16][CH2:17][CH3:18])[CH2:7][CH2:8][CH2:9][CH2:10][CH2:11][CH3:12]. The catalyst class is: 415.